This data is from Reaction yield outcomes from USPTO patents with 853,638 reactions. The task is: Predict the reaction yield, written as a fraction of the theoretical maximum amount of product (1.0 means a 100% yield; for example, 0.34 means a 34% yield). (1) The reactants are N1([C:6]([C:8]2[C:9]([CH3:16])=[C:10]([CH:14]=O)[NH:11][C:12]=2[CH3:13])=[O:7])C=CN=C1.[NH2:17][CH2:18][C@H:19]([OH:27])[CH2:20][N:21]1[CH2:26][CH2:25][O:24][CH2:23][CH2:22]1.[Cl:28][C:29]1[CH:30]=[C:31]2[C:35](=[CH:36][CH:37]=1)[NH:34][C:33](=[O:38])[CH2:32]2.C1COCC1. The catalyst is C(N(CC)CC)C. The product is [Cl:28][C:29]1[CH:30]=[C:31]2[C:35](=[CH:36][CH:37]=1)[NH:34][C:33](=[O:38])/[C:32]/2=[CH:14]\[C:10]1[NH:11][C:12]([CH3:13])=[C:8]([C:6]([NH:17][CH2:18][C@H:19]([OH:27])[CH2:20][N:21]2[CH2:22][CH2:23][O:24][CH2:25][CH2:26]2)=[O:7])[C:9]=1[CH3:16]. The yield is 0.380. (2) The reactants are CC1(C)[N:6]([C:7]([O:9][C:10]([CH3:13])([CH3:12])[CH3:11])=[O:8])[C@@H:5]([CH:14]=[CH2:15])[CH2:4][O:3]1.O.C1(C)C=CC(S(O)(=O)=O)=CC=1. The catalyst is CO.C([O-])(O)=O.[Na+]. The product is [OH:3][CH2:4][C@@H:5]([NH:6][C:7](=[O:8])[O:9][C:10]([CH3:13])([CH3:12])[CH3:11])[CH:14]=[CH2:15]. The yield is 0.760. (3) The reactants are [N+:1]([C:4]1[CH:5]=[C:6]([CH:8]=[CH:9][CH:10]=1)[NH2:7])([O-:3])=[O:2].[F:11][C:12]([F:25])([O:16][C:17]1[CH:18]=[C:19]([CH:22]=[CH:23][CH:24]=1)[CH:20]=O)[CH:13]([F:15])[F:14].C(O)(=O)C.[BH-](OC(C)=O)(OC(C)=O)OC(C)=O.[Na+]. The yield is 0.700. The catalyst is ClC(Cl)C. The product is [N+:1]([C:4]1[CH:5]=[C:6]([NH:7][CH2:20][C:19]2[CH:22]=[CH:23][CH:24]=[C:17]([O:16][C:12]([F:11])([F:25])[CH:13]([F:14])[F:15])[CH:18]=2)[CH:8]=[CH:9][CH:10]=1)([O-:3])=[O:2].